Task: Predict the reaction yield, written as a fraction of the theoretical maximum amount of product (1.0 means a 100% yield; for example, 0.34 means a 34% yield).. Dataset: Reaction yield outcomes from USPTO patents with 853,638 reactions The reactants are [OH:1][C:2]1[C:3]([C:8]([O:10][CH2:11][CH3:12])=[O:9])=[N:4][CH:5]=[CH:6][CH:7]=1.[F:13][C:14]([F:27])([F:26])[S:15](O[S:15]([C:14]([F:27])([F:26])[F:13])(=[O:17])=[O:16])(=[O:17])=[O:16].O. The catalyst is N1C=CC=CC=1. The product is [F:13][C:14]([F:27])([F:26])[S:15]([O:1][C:2]1[C:3]([C:8]([O:10][CH2:11][CH3:12])=[O:9])=[N:4][CH:5]=[CH:6][CH:7]=1)(=[O:17])=[O:16]. The yield is 0.990.